From a dataset of Drug-induced liver injury (DILI) classification data. Regression/Classification. Given a drug SMILES string, predict its toxicity properties. Task type varies by dataset: regression for continuous values (e.g., LD50, hERG inhibition percentage) or binary classification for toxic/non-toxic outcomes (e.g., AMES mutagenicity, cardiotoxicity, hepatotoxicity). Dataset: dili. (1) The molecule is C[N+](C)(C)CC(O)CC(=O)[O-]. The result is 0 (no liver injury). (2) The result is 1 (causes liver injury). The compound is COc1ccc2c(C(=S)N(C)CC(=O)O)cccc2c1C(F)(F)F. (3) The drug is CC(C)CN(CC(O)C(Cc1ccccc1)NC(=O)OC1COC2OCCC12)S(=O)(=O)c1ccc(N)cc1. The result is 1 (causes liver injury). (4) The drug is CC(=O)N(CC(O)CN(C(C)=O)c1c(I)c(C(=O)NCC(O)CO)c(I)c(C(=O)NCC(O)CO)c1I)c1c(I)c(C(=O)NCC(O)CO)c(I)c(C(=O)NCC(O)CO)c1I. The result is 0 (no liver injury). (5) The compound is CCOC(=O)C(CCc1ccccc1)NC1CCc2ccccc2N(CC(=O)O)C1=O. The result is 1 (causes liver injury). (6) The molecule is Nc1ccc(C(=O)O)cc1. The result is 0 (no liver injury). (7) The drug is O=c1[nH]c2cc(Cl)ccc2o1. The result is 1 (causes liver injury).